Dataset: Reaction yield outcomes from USPTO patents with 853,638 reactions. Task: Predict the reaction yield, written as a fraction of the theoretical maximum amount of product (1.0 means a 100% yield; for example, 0.34 means a 34% yield). (1) The reactants are [NH2:1][CH:2]1[CH2:7][CH2:6][N:5]([CH2:8][CH:9]2[C:19]3=[C:20]4[C:15](=[CH:16][CH:17]=[C:18]3[F:21])[CH:14]=[CH:13][C:12](=[O:22])[N:11]4[CH2:10]2)[CH2:4][CH2:3]1.[N:23]1[C:28]2[O:29][CH2:30][CH2:31][O:32][C:27]=2[CH:26]=[C:25]([CH:33]=O)[N:24]=1.C(O[BH-](OC(=O)C)OC(=O)C)(=O)C.[Na+].C(=O)(O)[O-].[Na+]. The catalyst is ClCCl.CO. The product is [N:23]1[C:28]2[O:29][CH2:30][CH2:31][O:32][C:27]=2[CH:26]=[C:25]([CH2:33][NH:1][CH:2]2[CH2:7][CH2:6][N:5]([CH2:8][CH:9]3[C:19]4=[C:20]5[C:15](=[CH:16][CH:17]=[C:18]4[F:21])[CH:14]=[CH:13][C:12](=[O:22])[N:11]5[CH2:10]3)[CH2:4][CH2:3]2)[N:24]=1. The yield is 0.730. (2) The yield is 0.540. The catalyst is COCCOC.O.C1C=CC(P(C2C=CC=CC=2)[C-]2C=CC=C2)=CC=1.C1C=CC(P(C2C=CC=CC=2)[C-]2C=CC=C2)=CC=1.Cl[Pd]Cl.[Fe+2]. The reactants are Br[C:2]1[CH:24]=[CH:23][C:5]([O:6][CH2:7][CH2:8][N:9]2[C:13]([O:14][CH2:15][CH3:16])=[CH:12][C:11]([C:17]3[CH:22]=[CH:21][CH:20]=[CH:19][CH:18]=3)=[N:10]2)=[C:4]([Cl:25])[CH:3]=1.[CH3:26][O:27][C:28]1[CH:33]=[CH:32][C:31](B(O)O)=[CH:30][CH:29]=1.C(=O)(O)[O-].[Na+]. The product is [Cl:25][C:4]1[CH:3]=[C:2]([C:31]2[CH:32]=[CH:33][C:28]([O:27][CH3:26])=[CH:29][CH:30]=2)[CH:24]=[CH:23][C:5]=1[O:6][CH2:7][CH2:8][N:9]1[C:13]([O:14][CH2:15][CH3:16])=[CH:12][C:11]([C:17]2[CH:22]=[CH:21][CH:20]=[CH:19][CH:18]=2)=[N:10]1. (3) The reactants are [I-].[CH3:2][S+](C)(C)=O.[H-].[Na+].[O:9]=[C:10]1[CH2:15][CH2:14][CH2:13][CH:12]([C:16]([O:18][CH3:19])=[O:17])[CH2:11]1. The catalyst is CS(C)=O.O. The product is [O:9]1[C:10]2([CH2:15][CH2:14][CH2:13][CH:12]([C:16]([O:18][CH3:19])=[O:17])[CH2:11]2)[CH2:2]1. The yield is 0.850. (4) The catalyst is C(O)(C)C. The product is [NH2:1][C:2]1[N:7]=[C:6]([NH:8][CH2:9][C:10]([NH:12][C:13]2[CH:18]=[CH:17][CH:16]=[C:15]([C:19]([F:22])([F:21])[F:20])[CH:14]=2)=[O:11])[C:5]([CH:23]=[N:28][NH2:29])=[C:4]([S:25][CH3:26])[N:3]=1. The yield is 0.450. The reactants are [NH2:1][C:2]1[N:7]=[C:6]([NH:8][CH2:9][C:10]([NH:12][C:13]2[CH:18]=[CH:17][CH:16]=[C:15]([C:19]([F:22])([F:21])[F:20])[CH:14]=2)=[O:11])[C:5]([CH:23]=O)=[C:4]([S:25][CH3:26])[N:3]=1.O.[NH2:28][NH2:29]. (5) The reactants are [NH2:1][C:2]1[N:7]=[CH:6][N:5]=[C:4]2[N:8]([CH:13]([C:15]3[C:16]([O:34][CH2:35][CH3:36])=[C:17]([C:23]4[CH:24]=[CH:25][C:26]([C:29]([N:31]([CH3:33])[CH3:32])=[O:30])=[N:27][CH:28]=4)[C:18]([CH3:22])=[C:19]([Cl:21])[CH:20]=3)[CH3:14])[N:9]=C(C=C)[C:3]=12.C[N+]1([O-])CC[O:41]CC1.[C:45]([OH:49])([CH3:48])([CH3:47])C. The catalyst is O.[Os](=O)(=O)(=O)=O. The product is [NH2:1][C:2]1[N:7]=[CH:6][N:5]=[C:4]2[N:8]([CH:13]([C:15]3[C:16]([O:34][CH2:35][CH3:36])=[C:17]([C:23]4[CH:24]=[CH:25][C:26]([C:29]([N:31]([CH3:33])[CH3:32])=[O:30])=[N:27][CH:28]=4)[C:18]([CH3:22])=[C:19]([Cl:21])[CH:20]=3)[CH3:14])[N:9]=[C:47]([CH:45]([OH:49])[CH2:48][OH:41])[C:3]=12. The yield is 0.950. (6) The reactants are [CH3:1][O:2][C:3]1[CH:4]=[C:5]([C:8]([O:11]COC)=[CH:9][N:10]=1)[CH:6]=[O:7].Cl.[C:16]([O-])([O-])=[O:17].[K+].[K+].C1[CH2:26][O:25][CH2:24]C1. The catalyst is O. The product is [OH:11][C:8]1[C:5]([CH:6]=[O:7])=[CH:4][C:3]([O:2][CH2:1][CH2:24][O:25][CH3:26])=[N:10][CH:9]=1.[OH:11][C:8]1[CH:9]=[N:10][C:3]([O:2][CH2:1][CH2:24][O:25][CH3:26])=[C:4]([CH:5]=1)[CH:16]=[O:17]. The yield is 0.600. (7) The reactants are [OH-].[K+].[NH:3]1[C:7]2=[N:8][CH:9]=[CH:10][CH:11]=[C:6]2[CH:5]=[CH:4]1.O=[C:13]1[CH2:18][CH2:17][N:16]([C:19]([O:21][C:22]([CH3:25])([CH3:24])[CH3:23])=[O:20])[CH2:15][CH2:14]1. The catalyst is CO. The product is [NH:3]1[C:7]2=[N:8][CH:9]=[CH:10][CH:11]=[C:6]2[C:5]([C:13]2[CH2:18][CH2:17][N:16]([C:19]([O:21][C:22]([CH3:25])([CH3:24])[CH3:23])=[O:20])[CH2:15][CH:14]=2)=[CH:4]1. The yield is 0.540. (8) The product is [CH3:1][C:2]1[C:7]([NH:8][C@@H:9]2[CH2:13][CH2:12][O:11][CH2:10]2)=[N:6][C:5]([C:14]2[CH:19]=[CH:18][CH:17]=[C:16]([O:20][CH2:28][CH:29]3[CH2:31][O:30]3)[CH:15]=2)=[N:4][C:3]=1[N:21]1[CH2:22][CH2:23][O:24][CH2:25][CH2:26]1. The reactants are [CH3:1][C:2]1[C:3]([N:21]2[CH2:26][CH2:25][O:24][CH2:23][CH2:22]2)=[N:4][C:5]([C:14]2[CH:15]=[C:16]([OH:20])[CH:17]=[CH:18][CH:19]=2)=[N:6][C:7]=1[NH:8][C@@H:9]1[CH2:13][CH2:12][O:11][CH2:10]1.Cl[CH2:28][CH:29]1[CH2:31][O:30]1.C([O-])([O-])=O.[K+].[K+]. The catalyst is CC#N. The yield is 0.340.